Dataset: Reaction yield outcomes from USPTO patents with 853,638 reactions. Task: Predict the reaction yield, written as a fraction of the theoretical maximum amount of product (1.0 means a 100% yield; for example, 0.34 means a 34% yield). (1) The reactants are [NH2:1][C:2]1[N:7]=[CH:6][N:5]=[C:4]2[N:8]([CH:12]([C:14]3[O:15][C:16]4[C:21]([C:22](=[O:31])[C:23]=3[C:24]3[CH:29]=[CH:28][CH:27]=[C:26]([F:30])[CH:25]=3)=[CH:20][CH:19]=[CH:18][CH:17]=4)[CH3:13])[N:9]=[C:10](I)[C:3]=12.[OH:32][CH2:33][C:34]1[CH:39]=[CH:38][CH:37]=[CH:36][C:35]=1B(O)O.C(=O)([O-])[O-].[Na+].[Na+].ClCCl. The catalyst is CN(C=O)C.C(O)C.O. The product is [NH2:1][C:2]1[N:7]=[CH:6][N:5]=[C:4]2[N:8]([CH:12]([C:14]3[O:15][C:16]4[C:21]([C:22](=[O:31])[C:23]=3[C:24]3[CH:29]=[CH:28][CH:27]=[C:26]([F:30])[CH:25]=3)=[CH:20][CH:19]=[CH:18][CH:17]=4)[CH3:13])[N:9]=[C:10]([C:35]3[CH:36]=[CH:37][CH:38]=[CH:39][C:34]=3[CH2:33][OH:32])[C:3]=12. The yield is 0.310. (2) The reactants are [I:1][C:2]1[CH:10]=[C:6]([C:7](O)=[O:8])[C:5]([OH:11])=[CH:4][CH:3]=1.Cl. The catalyst is O1CCCC1. The product is [OH:11][C:5]1[CH:4]=[CH:3][C:2]([I:1])=[CH:10][C:6]=1[CH2:7][OH:8]. The yield is 0.900. (3) The yield is 0.190. The catalyst is C1(C)C=CC=CC=1. The reactants are [F:1][C:2]1[CH:7]=[CH:6][CH:5]=[CH:4][C:3]=1[C:8]1[CH:20]=[CH:19][C:18]([C:21]([NH2:23])=[O:22])=[C:17]2[C:9]=1[C:10]1[CH2:11][CH2:12][CH2:13][CH2:14][C:15]=1[NH:16]2.ClC1C(=O)C(C#N)=C(C#N)C(=O)C=1Cl. The product is [F:1][C:2]1[CH:7]=[CH:6][CH:5]=[CH:4][C:3]=1[C:8]1[C:9]2[C:10]3[C:15](=[CH:14][CH:13]=[CH:12][CH:11]=3)[NH:16][C:17]=2[C:18]([C:21]([NH2:23])=[O:22])=[CH:19][CH:20]=1. (4) The reactants are [O:1]1[C:5]2[CH:6]=[CH:7][C:8]([Mg]Br)=[CH:9][C:4]=2[O:3][CH2:2]1.Br[C:13]1[CH:14]=[N:15][CH:16]=[CH:17][CH:18]=1. The catalyst is [Zn+2].[Br-].[Br-]. The product is [O:1]1[C:5]2[CH:6]=[CH:7][C:8]([C:13]3[CH:14]=[N:15][CH:16]=[CH:17][CH:18]=3)=[CH:9][C:4]=2[O:3][CH2:2]1. The yield is 0.830.